From a dataset of Reaction yield outcomes from USPTO patents with 853,638 reactions. Predict the reaction yield, written as a fraction of the theoretical maximum amount of product (1.0 means a 100% yield; for example, 0.34 means a 34% yield). (1) The reactants are [Cl:1][C:2]1[C:7]([N+:8]([O-])=O)=[CH:6][CH:5]=[CH:4][C:3]=1[O:11][CH3:12].C([O-])([O-])=O.[Na+].[Na+]. The catalyst is C(O)(=O)C.C(O)C.O.[Fe]. The product is [Cl:1][C:2]1[C:3]([O:11][CH3:12])=[CH:4][CH:5]=[CH:6][C:7]=1[NH2:8]. The yield is 1.00. (2) The reactants are [Cl:1][C:2]1[CH:54]=[CH:53][C:5]([O:6][C:7]2[CH:12]=[CH:11][C:10]([N:13]3[C@@H:17]([C:18]4[CH:23]=[CH:22][CH:21]=[C:20]([C:24]([F:27])([F:26])[F:25])[CH:19]=4)[CH2:16][N:15]([CH2:28][CH2:29][S:30]([N:33](CC4C=CC(OC)=CC=4)CC4C=CC(OC)=CC=4)(=[O:32])=[O:31])[C:14]3=[O:52])=[CH:9][CH:8]=2)=[CH:4][CH:3]=1. The catalyst is C(O)(C(F)(F)F)=O. The product is [Cl:1][C:2]1[CH:3]=[CH:4][C:5]([O:6][C:7]2[CH:8]=[CH:9][C:10]([N:13]3[C@@H:17]([C:18]4[CH:23]=[CH:22][CH:21]=[C:20]([C:24]([F:27])([F:25])[F:26])[CH:19]=4)[CH2:16][N:15]([CH2:28][CH2:29][S:30]([NH2:33])(=[O:32])=[O:31])[C:14]3=[O:52])=[CH:11][CH:12]=2)=[CH:53][CH:54]=1. The yield is 0.830. (3) The reactants are [C:1]([NH:4][CH2:5][CH:6]1[O:10][C:9](=[O:11])[N:8]([C:12]2[CH:17]=[CH:16][C:15]([C:18]3[CH:23]=[CH:22][C:21]([CH2:24]OS(C)(=O)=O)=[CH:20][CH:19]=3)=[C:14]([F:30])[CH:13]=2)[CH2:7]1)(=[O:3])[CH3:2].[N-:31]=[N+:32]=[N-:33].[Na+].O. The catalyst is CN(C)C=O. The product is [N:31]([CH2:24][C:21]1[CH:20]=[CH:19][C:18]([C:15]2[CH:16]=[CH:17][C:12]([N:8]3[CH2:7][CH:6]([CH2:5][NH:4][C:1](=[O:3])[CH3:2])[O:10][C:9]3=[O:11])=[CH:13][C:14]=2[F:30])=[CH:23][CH:22]=1)=[N+:32]=[N-:33]. The yield is 0.880. (4) The reactants are [NH:1]1[C:9]2[C:4](=[CH:5][CH:6]=[CH:7][CH:8]=2)[C:3]([CH:10]=O)=[CH:2]1.[NH2:12][C:13]([NH2:15])=[S:14].[C:16]([CH2:18][C:19](OCC)=[O:20])#[N:17].C([O-])([O-])=O.[K+].[K+]. The catalyst is CC(O)=O.CCO. The product is [NH:1]1[C:9]2[C:4](=[CH:5][CH:6]=[CH:7][CH:8]=2)[C:3]([C:10]2[NH:15][C:13](=[S:14])[NH:12][C:19](=[O:20])[C:18]=2[C:16]#[N:17])=[CH:2]1. The yield is 0.130. (5) The reactants are [CH:1]([CH:4]1[CH2:8][NH:7][C@@H:6]([CH2:9][OH:10])[CH2:5]1)([CH3:3])[CH3:2].C(N(CC)CC)C.[S:18](Cl)(Cl)(=[O:20])=[O:19]. The catalyst is C(Cl)Cl. The product is [CH:1]([CH:4]1[CH2:8][N:7]2[S:18](=[O:20])(=[O:19])[O:10][CH2:9][C@H:6]2[CH2:5]1)([CH3:3])[CH3:2]. The yield is 0.0900. (6) The yield is 0.800. The catalyst is C1COCC1.CO.C(Cl)Cl. The product is [N+:13]([C:3]1[C:2]([O:1][C@@H:22]([C:24]2[CH:29]=[CH:28][CH:27]=[CH:26][CH:25]=2)[CH2:21][N:16]2[CH:20]=[CH:19][N:18]=[CH:17]2)=[CH:11][CH:10]=[C:9]2[C:4]=1[CH2:5][CH2:6][CH2:7][C:8]2=[O:12])([O-:15])=[O:14]. The reactants are [OH:1][C:2]1[C:3]([N+:13]([O-:15])=[O:14])=[C:4]2[C:9](=[CH:10][CH:11]=1)[C:8](=[O:12])[CH2:7][CH2:6][CH2:5]2.[N:16]1([CH2:21][C@@H:22]([C:24]2[CH:29]=[CH:28][CH:27]=[CH:26][CH:25]=2)O)[CH:20]=[CH:19][N:18]=[CH:17]1.C1(P(C2C=CC=CC=2)C2C=CC=CC=2)C=CC=CC=1.CCOC(/N=N/C(OCC)=O)=O. (7) The reactants are [Br:1][C:2]1[CH:20]=[CH:19][CH:18]=[CH:17][C:3]=1[C:4]([NH:6][NH:7][C:8]([NH:10][C:11]1[CH:16]=[CH:15][CH:14]=[CH:13][CH:12]=1)=[O:9])=O.C1(P(C2C=CC=CC=2)C2C=CC=CC=2)C=CC=CC=1.C(N(CC)CC)C.C(Cl)(Cl)(Cl)Cl. The catalyst is C(Cl)Cl.C(OCC)(=O)C.O1CCCC1. The product is [Br:1][C:2]1[CH:20]=[CH:19][CH:18]=[CH:17][C:3]=1[C:4]1[O:9][C:8]([NH:10][C:11]2[CH:16]=[CH:15][CH:14]=[CH:13][CH:12]=2)=[N:7][N:6]=1. The yield is 0.820. (8) The reactants are CC1N=C(N2C(=O)NN=C2)SC=1C(OCC)=O.[C:18]([C:21]1[S:25][C:24]([N:26]2[CH2:30][CH2:29][NH:28][C:27]2=[O:31])=[N:23][C:22]=1[CH3:32])(=[O:20])[CH3:19].[F:33][C:34]1[CH:41]=[CH:40][C:37]([CH2:38]Br)=[CH:36][CH:35]=1. No catalyst specified. The product is [C:18]([C:21]1[S:25][C:24]([N:26]2[CH2:30][CH2:29][N:28]([CH2:38][C:37]3[CH:40]=[CH:41][C:34]([F:33])=[CH:35][CH:36]=3)[C:27]2=[O:31])=[N:23][C:22]=1[CH3:32])(=[O:20])[CH3:19]. The yield is 0.980. (9) The reactants are [Cl:1][C:2]1[CH:3]=[C:4]2[C:10]([C:11]3[N:16]=[C:15]([NH:17][C@H:18]4[CH2:22][CH2:21][N:20](S(C)(=O)=O)[CH2:19]4)[C:14]([F:27])=[CH:13][N:12]=3)=[CH:9][NH:8][C:5]2=[N:6][CH:7]=1.[CH3:28][O:29][C:30](Cl)=[O:31]. No catalyst specified. The product is [Cl:1][C:2]1[CH:3]=[C:4]2[C:10]([C:11]3[N:16]=[C:15]([NH:17][C@H:18]4[CH2:22][CH2:21][N:20]([C:30]([O:29][CH3:28])=[O:31])[CH2:19]4)[C:14]([F:27])=[CH:13][N:12]=3)=[CH:9][NH:8][C:5]2=[N:6][CH:7]=1. The yield is 0.520. (10) The reactants are [C:1]1([CH:8]=[CH:7][CH:6]=[C:4]([OH:5])[CH:3]=1)[OH:2].[C:9]1([CH2:15][C:16]([OH:18])=O)[CH:14]=[CH:13][CH:12]=[CH:11][CH:10]=1.B(F)(F)F.P(Cl)(Cl)(Cl)(Cl)Cl.[CH3:29]N(C=O)C. No catalyst specified. The product is [OH:2][C:1]1[CH:3]=[C:4]2[C:6]([C:16](=[O:18])[C:15]([C:9]3[CH:10]=[CH:11][CH:12]=[CH:13][CH:14]=3)=[CH:29][O:5]2)=[CH:7][CH:8]=1. The yield is 0.910.